Dataset: Forward reaction prediction with 1.9M reactions from USPTO patents (1976-2016). Task: Predict the product of the given reaction. (1) Given the reactants [F:1][CH2:2][CH2:3][NH:4][C:5]1[CH:10]=[CH:9][N:8]=[C:7]([NH2:11])[CH:6]=1.Br[CH2:13][C:14]([C:16]1[CH:21]=[CH:20][C:19]([CH3:22])=[C:18]([O:23][CH3:24])[CH:17]=1)=O, predict the reaction product. The product is: [F:1][CH2:2][CH2:3][NH:4][C:5]1[CH:10]=[CH:9][N:8]2[CH:13]=[C:14]([C:16]3[CH:21]=[CH:20][C:19]([CH3:22])=[C:18]([O:23][CH3:24])[CH:17]=3)[N:11]=[C:7]2[CH:6]=1. (2) Given the reactants Cl[CH2:2][C:3]([NH:5][C:6]12[CH2:15][CH:10]3[CH2:11][CH:12]([CH2:14][C:8]([C:16]4[CH:21]=[CH:20][CH:19]=[CH:18][CH:17]=4)([CH2:9]3)[CH2:7]1)[CH2:13]2)=[O:4].[NH:22]1[CH2:31][CH2:30][CH:25]([C:26]([O:28][CH3:29])=[O:27])[CH2:24][CH2:23]1, predict the reaction product. The product is: [O:4]=[C:3]([NH:5][C:6]12[CH2:15][C@@H:10]3[CH2:11][C@@H:12]([CH2:14][C:8]([C:16]4[CH:21]=[CH:20][CH:19]=[CH:18][CH:17]=4)([CH2:9]3)[CH2:7]1)[CH2:13]2)[CH2:2][N:22]1[CH2:31][CH2:30][CH:25]([C:26]([O:28][CH3:29])=[O:27])[CH2:24][CH2:23]1. (3) Given the reactants [CH3:1][O:2][C:3]1[CH:4]=[C:5]([CH:7]=[CH:8][C:9]=1[O:10][CH3:11])[NH2:6].[CH2:12]([O:19][C:20](=[O:25])[CH2:21][C:22](O)=[O:23])[C:13]1[CH:18]=[CH:17][CH:16]=[CH:15][CH:14]=1.C(Cl)CCl, predict the reaction product. The product is: [CH3:1][O:2][C:3]1[CH:4]=[C:5]([NH:6][C:22](=[O:23])[CH2:21][C:20]([O:19][CH2:12][C:13]2[CH:14]=[CH:15][CH:16]=[CH:17][CH:18]=2)=[O:25])[CH:7]=[CH:8][C:9]=1[O:10][CH3:11].